This data is from Catalyst prediction with 721,799 reactions and 888 catalyst types from USPTO. The task is: Predict which catalyst facilitates the given reaction. Reactant: [O:1]1[CH:5]=[CH:4][CH:3]=[C:2]1[CH2:6][NH:7][C:8]([C:10]1[CH:19]=[CH:18][C:17]2[C:12](=[C:13](Br)[CH:14]=[N:15][CH:16]=2)[N:11]=1)=[O:9].OB(O)[C:23]1[S:27][C:26]([C:28]([OH:30])=[O:29])=[CH:25][CH:24]=1.C(=O)([O-])[O-].[Na+].[Na+].COCCOC. Product: [O:1]1[CH:5]=[CH:4][CH:3]=[C:2]1[CH2:6][NH:7][C:8]([C:10]1[CH:19]=[CH:18][C:17]2[C:12](=[C:13]([C:23]3[S:27][C:26]([C:28]([OH:30])=[O:29])=[CH:25][CH:24]=3)[CH:14]=[N:15][CH:16]=2)[N:11]=1)=[O:9]. The catalyst class is: 24.